This data is from Full USPTO retrosynthesis dataset with 1.9M reactions from patents (1976-2016). The task is: Predict the reactants needed to synthesize the given product. (1) The reactants are: [C:1]([C:4]1[N:5]([CH2:29][C:30]2[CH:35]=[CH:34][CH:33]=[CH:32][N:31]=2)[C:6]2[C:11]([C:12]=1[C:13]([NH:15][CH2:16][C:17]1[CH:22]=[CH:21][C:20]([F:23])=[C:19]([F:24])[CH:18]=1)=[O:14])=[CH:10][CH:9]=[C:8]([O:25][CH:26]([CH3:28])[CH3:27])[CH:7]=2)(=O)[CH3:2].[OH:36][NH2:37].Cl.N1C=CC=CC=1. Given the product [F:24][C:19]1[CH:18]=[C:17]([CH:22]=[CH:21][C:20]=1[F:23])[CH2:16][NH:15][C:13]([C:12]1[C:11]2[C:6](=[CH:7][C:8]([O:25][CH:26]([CH3:27])[CH3:28])=[CH:9][CH:10]=2)[N:5]([CH2:29][C:30]2[CH:35]=[CH:34][CH:33]=[CH:32][N:31]=2)[C:4]=1/[C:1](=[N:37]/[OH:36])/[CH3:2])=[O:14], predict the reactants needed to synthesize it. (2) The reactants are: C(N(CC)CC)C.O.N1(O)C2C=CC=CC=2N=N1.[NH2:19][C:20]1[C:21]([C:26]([NH2:28])=[O:27])=[N:22][N:23]([CH3:25])[CH:24]=1.[Br:29][C:30]1[N:35]=[C:34]([C:36](O)=[O:37])[CH:33]=[CH:32][CH:31]=1.Cl.C(N=C=NCCCN(C)C)C. Given the product [Br:29][C:30]1[N:35]=[C:34]([C:36]([NH:19][C:20]2[C:21]([C:26](=[O:27])[NH2:28])=[N:22][N:23]([CH3:25])[CH:24]=2)=[O:37])[CH:33]=[CH:32][CH:31]=1, predict the reactants needed to synthesize it.